This data is from NCI-60 drug combinations with 297,098 pairs across 59 cell lines. The task is: Regression. Given two drug SMILES strings and cell line genomic features, predict the synergy score measuring deviation from expected non-interaction effect. (1) Drug 2: C1C(C(OC1N2C=NC3=C(N=C(N=C32)Cl)N)CO)O. Drug 1: CC1OCC2C(O1)C(C(C(O2)OC3C4COC(=O)C4C(C5=CC6=C(C=C35)OCO6)C7=CC(=C(C(=C7)OC)O)OC)O)O. Cell line: HOP-62. Synergy scores: CSS=17.1, Synergy_ZIP=-5.53, Synergy_Bliss=-1.06, Synergy_Loewe=-2.24, Synergy_HSA=-1.16. (2) Drug 1: C1=CC(=CC=C1CCC2=CNC3=C2C(=O)NC(=N3)N)C(=O)NC(CCC(=O)O)C(=O)O. Drug 2: COCCOC1=C(C=C2C(=C1)C(=NC=N2)NC3=CC=CC(=C3)C#C)OCCOC.Cl. Cell line: HOP-62. Synergy scores: CSS=40.8, Synergy_ZIP=8.31, Synergy_Bliss=11.4, Synergy_Loewe=-12.8, Synergy_HSA=10.6. (3) Synergy scores: CSS=8.90, Synergy_ZIP=-1.71, Synergy_Bliss=-4.13, Synergy_Loewe=-2.82, Synergy_HSA=-2.47. Drug 2: COCCOC1=C(C=C2C(=C1)C(=NC=N2)NC3=CC=CC(=C3)C#C)OCCOC.Cl. Cell line: SF-539. Drug 1: CC1C(C(CC(O1)OC2CC(OC(C2O)C)OC3=CC4=CC5=C(C(=O)C(C(C5)C(C(=O)C(C(C)O)O)OC)OC6CC(C(C(O6)C)O)OC7CC(C(C(O7)C)O)OC8CC(C(C(O8)C)O)(C)O)C(=C4C(=C3C)O)O)O)O. (4) Cell line: OVCAR3. Drug 1: CN(C)C1=NC(=NC(=N1)N(C)C)N(C)C. Drug 2: CC1=C(C(=CC=C1)Cl)NC(=O)C2=CN=C(S2)NC3=CC(=NC(=N3)C)N4CCN(CC4)CCO. Synergy scores: CSS=15.3, Synergy_ZIP=-2.66, Synergy_Bliss=2.79, Synergy_Loewe=-19.1, Synergy_HSA=0.474. (5) Drug 1: CC1=C(C(=CC=C1)Cl)NC(=O)C2=CN=C(S2)NC3=CC(=NC(=N3)C)N4CCN(CC4)CCO. Drug 2: CC1=C(C(=O)C2=C(C1=O)N3CC4C(C3(C2COC(=O)N)OC)N4)N. Cell line: MCF7. Synergy scores: CSS=15.0, Synergy_ZIP=-1.76, Synergy_Bliss=-1.64, Synergy_Loewe=-6.30, Synergy_HSA=-1.96.